From a dataset of Catalyst prediction with 721,799 reactions and 888 catalyst types from USPTO. Predict which catalyst facilitates the given reaction. (1) Reactant: C(OC(=O)[NH:7][C:8]1[C:13]2=[CH:14][N:15]([C:17]3[C:22]([Cl:23])=[CH:21][CH:20]=[CH:19][C:18]=3[Cl:24])[N:16]=[C:12]2[C:11]([Cl:25])=[CH:10][N:9]=1)(C)(C)C.C(O)(C(F)(F)F)=O. Product: [Cl:25][C:11]1[C:12]2[C:13](=[CH:14][N:15]([C:17]3[C:22]([Cl:23])=[CH:21][CH:20]=[CH:19][C:18]=3[Cl:24])[N:16]=2)[C:8]([NH2:7])=[N:9][CH:10]=1. The catalyst class is: 2. (2) Reactant: [Br:1][C:2]1[CH:3]=[C:4]([Cl:18])[C:5]2[NH:6][C:7]3[C:12]([S:13][C:14]=2[CH:15]=1)=[CH:11][C:10]([Br:16])=[CH:9][C:8]=3[Cl:17].CN(CCCN)C.[CH3:26][C:27]([O:30][C:31](O[C:31]([O:30][C:27]([CH3:29])([CH3:28])[CH3:26])=[O:32])=[O:32])([CH3:29])[CH3:28]. Product: [Br:1][C:2]1[CH:3]=[C:4]([Cl:18])[C:5]2[N:6]([C:31]([O:30][C:27]([CH3:29])([CH3:28])[CH3:26])=[O:32])[C:7]3[C:12]([S:13][C:14]=2[CH:15]=1)=[CH:11][C:10]([Br:16])=[CH:9][C:8]=3[Cl:17]. The catalyst class is: 23. (3) Reactant: [Cl:1][C:2]1[CH:3]=[CH:4][C:5]([S:21]([CH2:24][CH3:25])(=[O:23])=[O:22])=[C:6]([CH:20]=1)[NH:7][N:8]1[C:17](=[O:18])[C:16]2[C:11](=[CH:12][CH:13]=[C:14](I)[CH:15]=2)[N:10]=[CH:9]1.[CH2:26]([Sn](CCCC)(CCCC)C#CC)[CH2:27][CH2:28]C.O.C(OCC)(=O)C. Product: [Cl:1][C:2]1[CH:3]=[CH:4][C:5]([S:21]([CH2:24][CH3:25])(=[O:23])=[O:22])=[C:6]([CH:20]=1)[NH:7][N:8]1[C:17](=[O:18])[C:16]2[C:11](=[CH:12][CH:13]=[C:14]([C:26]#[C:27][CH3:28])[CH:15]=2)[N:10]=[CH:9]1. The catalyst class is: 176. (4) Reactant: [CH2:1]1[C@H:5]2[CH2:6][C:7](=[O:9])[CH2:8][C@H:4]2[CH2:3][NH:2]1.C(N(CC)CC)C.Cl[C:18]([O:20][CH2:21][C:22]1[CH:27]=[CH:26][CH:25]=[CH:24][CH:23]=1)=[O:19].O. Product: [O:9]=[C:7]1[CH2:6][C@@H:5]2[CH2:1][N:2]([C:18]([O:20][CH2:21][C:22]3[CH:27]=[CH:26][CH:25]=[CH:24][CH:23]=3)=[O:19])[CH2:3][C@@H:4]2[CH2:8]1. The catalyst class is: 4. (5) Reactant: [CH3:1][C:2](=[O:7])[CH2:3][C:4](=O)[CH3:5].C(=O)([O-])[O-].[K+].[K+].[Br:14][C:15]1[CH:16]=C([CH:20]=[CH:21][CH:22]=1)CBr. Product: [Br:14][C:15]1[CH:16]=[C:5]([CH2:4][CH2:3][C:2](=[O:7])[CH3:1])[CH:20]=[CH:21][CH:22]=1. The catalyst class is: 8. (6) Product: [Cl:37][C:33]1[CH:32]=[C:31]([CH:36]=[CH:35][CH:34]=1)[CH2:30][NH:1][C:2]1[CH:3]=[C:4]2[C:20](=[O:21])[NH:19][N:18]=[CH:17][C:6]3=[C:7]([C:11]4[CH:12]=[CH:13][CH:14]=[CH:15][CH:16]=4)[NH:8][C:9]([CH:10]=1)=[C:5]23. The catalyst class is: 9. Reactant: [NH2:1][C:2]1[CH:3]=[C:4]2[C:20](=[O:21])[NH:19][N:18]=[CH:17][C:6]3=[C:7]([C:11]4[CH:16]=[CH:15][CH:14]=[CH:13][CH:12]=4)[NH:8][C:9]([CH:10]=1)=[C:5]23.C(N(CC)CC)C.Br[CH2:30][C:31]1[CH:36]=[CH:35][CH:34]=[C:33]([Cl:37])[CH:32]=1. (7) Reactant: Cl[C:2]1[C:7]([Cl:8])=[CH:6][CH:5]=[CH:4][N+:3]=1[O-:9].[S-2:10].[Na+].[Na+].[CH3:13][C:14]1[CH:21]=[CH:20][C:19]([CH3:22])=[CH:18][C:15]=1[CH2:16]Cl. Product: [Cl:8][C:7]1[C:2]([S:10][CH2:16][C:15]2[CH:18]=[C:19]([CH3:22])[CH:20]=[CH:21][C:14]=2[CH3:13])=[N+:3]([O-:9])[CH:4]=[CH:5][CH:6]=1. The catalyst class is: 6. (8) Product: [CH:1]1[C:9]2[C:8]3[CH2:10][CH2:11][CH2:12][CH2:13][CH2:14][CH2:15][C:7]=3[O:6][C:5]=2[CH:4]=[CH:3][C:2]=1[NH:16][C:17](=[O:24])[CH2:18][CH2:19][CH2:20][CH2:21][CH2:22][CH3:23]. Reactant: [CH:1]1[C:9]2[C:8]3[CH2:10][CH2:11][CH2:12][CH2:13][CH2:14][CH2:15][C:7]=3[O:6][C:5]=2[CH:4]=[CH:3][C:2]=1[NH2:16].[C:17](Cl)(=[O:24])[CH2:18][CH2:19][CH2:20][CH2:21][CH2:22][CH3:23]. The catalyst class is: 4.